From a dataset of Catalyst prediction with 721,799 reactions and 888 catalyst types from USPTO. Predict which catalyst facilitates the given reaction. Reactant: FC(F)(F)C(O)=O.[CH3:8][C:9]1[C:14]([NH:15][C:16](=[O:43])[CH:17]([C:23]2[CH:28]=[CH:27][C:26]([CH2:29][N:30]3[C:35](=[O:36])[CH2:34][O:33][C:32]([C:37]4[CH:42]=[CH:41][CH:40]=[CH:39][CH:38]=4)=[N:31]3)=[CH:25][CH:24]=2)[CH:18]([CH3:22])[CH2:19][CH2:20][CH3:21])=[CH:13][CH:12]=[CH:11][C:10]=1[CH2:44][CH2:45][C:46]([O:48]C(C)(C)C)=[O:47]. Product: [CH3:8][C:9]1[C:14]([NH:15][C:16](=[O:43])[CH:17]([C:23]2[CH:28]=[CH:27][C:26]([CH2:29][N:30]3[C:35](=[O:36])[CH2:34][O:33][C:32]([C:37]4[CH:42]=[CH:41][CH:40]=[CH:39][CH:38]=4)=[N:31]3)=[CH:25][CH:24]=2)[CH:18]([CH3:22])[CH2:19][CH2:20][CH3:21])=[CH:13][CH:12]=[CH:11][C:10]=1[CH2:44][CH2:45][C:46]([OH:48])=[O:47]. The catalyst class is: 4.